Dataset: Reaction yield outcomes from USPTO patents with 853,638 reactions. Task: Predict the reaction yield, written as a fraction of the theoretical maximum amount of product (1.0 means a 100% yield; for example, 0.34 means a 34% yield). (1) The reactants are [Br:1]Br.O.[NH2:4][C:5]1[C:12]([F:13])=[CH:11][C:8]([C:9]#[N:10])=[C:7]([F:14])[CH:6]=1. The catalyst is C(O)(=O)C. The product is [NH2:4][C:5]1[C:12]([F:13])=[CH:11][C:8]([C:9]#[N:10])=[C:7]([F:14])[C:6]=1[Br:1]. The yield is 0.920. (2) The reactants are [Cl:1][C:2]1[CH:7]=[C:6]([NH:8][CH:9]2[CH2:11][CH2:10]2)[N:5]2[N:12]=[CH:13][C:14]([CH:15]=O)=[C:4]2[N:3]=1.[NH:17]1[CH2:23][C:21](=[O:22])[NH:20][C:18]1=[O:19].N1CCCC1. The catalyst is CCO. The product is [Cl:1][C:2]1[CH:7]=[C:6]([NH:8][CH:9]2[CH2:10][CH2:11]2)[N:5]2[N:12]=[CH:13][C:14]([CH:15]=[C:23]3[NH:17][C:18](=[O:19])[NH:20][C:21]3=[O:22])=[C:4]2[N:3]=1. The yield is 0.330.